This data is from Reaction yield outcomes from USPTO patents with 853,638 reactions. The task is: Predict the reaction yield, written as a fraction of the theoretical maximum amount of product (1.0 means a 100% yield; for example, 0.34 means a 34% yield). (1) The reactants are Br[C:2]1[CH:7]=[CH:6][CH:5]=[CH:4][C:3]=1[C:8]([OH:11])([CH3:10])[CH3:9].C([Li])CCC.[CH3:17][N:18]1[CH2:23][CH2:22][C:21](=[O:24])[CH2:20][CH2:19]1. The catalyst is O1CCCC1. The product is [OH:11][C:8]([C:3]1[CH:4]=[CH:5][CH:6]=[CH:7][C:2]=1[C:21]1([OH:24])[CH2:22][CH2:23][N:18]([CH3:17])[CH2:19][CH2:20]1)([CH3:10])[CH3:9]. The yield is 0.580. (2) The reactants are [Br:1][C:2]1[CH:3]=[N:4][N:5]([C@@H:7]([CH:11]2[CH2:15][CH2:14][CH2:13][CH2:12]2)[CH2:8][CH:9]=O)[CH:6]=1.O1CCCC1.[OH-].[NH4+:22].II. The catalyst is O. The product is [Br:1][C:2]1[CH:3]=[N:4][N:5]([C@@H:7]([CH:11]2[CH2:15][CH2:14][CH2:13][CH2:12]2)[CH2:8][C:9]#[N:22])[CH:6]=1. The yield is 0.793. (3) The reactants are [CH3:1][N:2]([C@@H:10]1[CH2:14][CH2:13][N:12]([C:15]2[C:16]3[CH:23]=[CH:22][N:21]([CH2:24][O:25][CH2:26][CH2:27][Si:28]([CH3:31])([CH3:30])[CH3:29])[C:17]=3[N:18]=[CH:19][N:20]=2)[CH2:11]1)[C:3]1[CH:8]=[CH:7][C:6]([NH2:9])=[CH:5][N:4]=1.C([O-])([O-])=O.[K+].[K+].Cl[CH2:39][C:40]1[CH:45]=[CH:44][C:43]([F:46])=[CH:42][CH:41]=1.O. The catalyst is CN(C=O)C. The product is [F:46][C:43]1[CH:44]=[CH:45][C:40]([CH2:39][NH:9][C:6]2[CH:7]=[CH:8][C:3]([N:2]([CH3:1])[C@@H:10]3[CH2:14][CH2:13][N:12]([C:15]4[C:16]5[CH:23]=[CH:22][N:21]([CH2:24][O:25][CH2:26][CH2:27][Si:28]([CH3:30])([CH3:29])[CH3:31])[C:17]=5[N:18]=[CH:19][N:20]=4)[CH2:11]3)=[N:4][CH:5]=2)=[CH:41][CH:42]=1. The yield is 0.300. (4) The reactants are [Cl:1][C:2]1[CH:3]=[C:4]([CH2:9][CH2:10][C:11]([CH:13]2[CH2:17][CH2:16][CH2:15][CH2:14]2)=[O:12])[CH:5]=[CH:6][C:7]=1[OH:8].CN(C=O)C.CC#N.C([O-])([O-])=O.[K+].[K+].Br[CH2:33][CH:34]1[CH2:36][CH2:35]1. The catalyst is CN(C=O)C. The product is [Cl:1][C:2]1[CH:3]=[C:4]([CH2:9][CH2:10][C:11]([CH:13]2[CH2:17][CH2:16][CH2:15][CH2:14]2)=[O:12])[CH:5]=[CH:6][C:7]=1[O:8][CH2:33][CH:34]1[CH2:36][CH2:35]1. The yield is 0.960. (5) The reactants are [Cl:1][C:2]1[CH:7]=[CH:6][C:5]([O:8][CH3:9])=[C:4](I)[CH:3]=1.[Br:11][C:12]1[C:13]([NH2:19])=[N:14][CH:15]=[C:16]([CH3:18])[CH:17]=1. The catalyst is CCOCC.C1C=CC(/C=C/C(/C=C/C2C=CC=CC=2)=O)=CC=1.C1C=CC(/C=C/C(/C=C/C2C=CC=CC=2)=O)=CC=1.C1C=CC(/C=C/C(/C=C/C2C=CC=CC=2)=O)=CC=1.[Pd].[Pd].CC1(C)C2C(=C(P(C3C=CC=CC=3)C3C=CC=CC=3)C=CC=2)OC2C(P(C3C=CC=CC=3)C3C=CC=CC=3)=CC=CC1=2. The product is [Br:11][C:12]1[C:13]([NH:19][C:4]2[CH:3]=[C:2]([Cl:1])[CH:7]=[CH:6][C:5]=2[O:8][CH3:9])=[N:14][CH:15]=[C:16]([CH3:18])[CH:17]=1. The yield is 0.840. (6) The reactants are [CH:1]1([C:7]2[CH:8]=[CH:9][C:10]3[O:14][C:13]([C:15]4[CH:22]=[CH:21][C:18]([CH:19]=O)=[CH:17][CH:16]=4)=[CH:12][C:11]=3[CH:23]=2)[CH2:6][CH2:5][CH2:4][CH2:3][CH2:2]1.C(O)(=O)C.[NH:28]1[CH2:33][CH2:32][CH:31]([C:34]([OH:36])=[O:35])[CH2:30][CH2:29]1.C([BH3-])#N.[Na+]. The catalyst is C(Cl)Cl.CO.CS(C)=O. The product is [CH:1]1([C:7]2[CH:8]=[CH:9][C:10]3[O:14][C:13]([C:15]4[CH:16]=[CH:17][C:18]([CH2:19][N:28]5[CH2:33][CH2:32][CH:31]([C:34]([OH:36])=[O:35])[CH2:30][CH2:29]5)=[CH:21][CH:22]=4)=[CH:12][C:11]=3[CH:23]=2)[CH2:2][CH2:3][CH2:4][CH2:5][CH2:6]1. The yield is 0.510. (7) The reactants are COC1C=CC(C(C2C=CC(OC)=CC=2)[O:10][CH:11](C2C=CC=CC=2)[CH:12]2[CH2:16][CH:15]([OH:17])[CH2:14][N:13]2C(=O)CCCCC[N:24]2[C:32](=[O:33])[C:31]3[C:26](=[CH:27][CH:28]=[CH:29][CH:30]=3)[C:25]2=[O:34])=CC=1.C1(C)C=CC=CC=1.C(CC[O:61][P:62]([N:70](C(C)C)C(C)C)N(C(C)C)C(C)C)#N.C(OCC)(=[O:79])C. The catalyst is ClCCl.CCCCCC. The product is [OH:17][CH:15]1[CH2:14][NH:13][C@H:12]([CH2:11][OH:10])[CH2:16]1.[P:62]([NH2:70])([O-:61])[O:79][N:24]1[C:32](=[O:33])[C:31]2=[CH:30][CH:29]=[CH:28][CH:27]=[C:26]2[C:25]1=[O:34]. The yield is 0.890. (8) The reactants are [NH2:1][C:2]1[C:11]2[C:6](=[CH:7][CH:8]=[CH:9][C:10]=2[O:12][CH2:13][CH:14]([CH3:16])[CH3:15])[N:5]=[C:4]([CH3:17])[C:3]=1[C:18]([O:20]CC)=[O:19].[OH-].[Na+]. The catalyst is CCO. The product is [NH2:1][C:2]1[C:11]2[C:6](=[CH:7][CH:8]=[CH:9][C:10]=2[O:12][CH2:13][CH:14]([CH3:16])[CH3:15])[N:5]=[C:4]([CH3:17])[C:3]=1[C:18]([OH:20])=[O:19]. The yield is 0.260.